This data is from Forward reaction prediction with 1.9M reactions from USPTO patents (1976-2016). The task is: Predict the product of the given reaction. (1) Given the reactants [F:1][C:2]1[CH:10]=[C:9]2[C:5]([C:6]([C:18]3[CH:19]=[CH:20][C:21]4[S:25](=[O:27])(=[O:26])[NH:24][CH:23]([CH2:28][OH:29])[C:22]=4[CH:30]=3)=[CH:7][N:8]2[C:11]([O:13][C:14]([CH3:17])([CH3:16])[CH3:15])=[O:12])=[CH:4][CH:3]=1.CS(O[CH2:36][C:37]1[N:41]=[CH:40][N:39]([CH3:42])[N:38]=1)(=O)=O.C([O-])([O-])=O.[K+].[K+], predict the reaction product. The product is: [F:1][C:2]1[CH:10]=[C:9]2[C:5]([C:6]([C:18]3[CH:19]=[CH:20][C:21]4[S:25](=[O:26])(=[O:27])[N:24]([CH2:36][C:37]5[N:41]=[CH:40][N:39]([CH3:42])[N:38]=5)[CH:23]([CH2:28][OH:29])[C:22]=4[CH:30]=3)=[CH:7][N:8]2[C:11]([O:13][C:14]([CH3:17])([CH3:16])[CH3:15])=[O:12])=[CH:4][CH:3]=1. (2) Given the reactants [Cl:1][C:2]1[C:3]([OH:12])=[C:4]([CH:8]=[C:9]([Cl:11])[CH:10]=1)[C:5]([OH:7])=O.CCN=C=NCCCN(C)C.Cl.[C:25]1([CH2:41][NH:42][CH2:43][C:44]2[CH:49]=[CH:48][C:47]([F:50])=[CH:46][CH:45]=2)[CH:30]=[CH:29][CH:28]=[C:27]([CH2:31][NH:32][CH2:33][C:34]2[CH:39]=[CH:38][C:37]([F:40])=[CH:36][CH:35]=2)[CH:26]=1.O, predict the reaction product. The product is: [Cl:1][C:2]1[C:3]([OH:12])=[C:4]([CH:8]=[C:9]([Cl:11])[CH:10]=1)[C:5]([N:32]([CH2:33][C:34]1[CH:35]=[CH:36][C:37]([F:40])=[CH:38][CH:39]=1)[CH2:31][C:27]1[CH:28]=[CH:29][CH:30]=[C:25]([CH2:41][NH:42][CH2:43][C:44]2[CH:49]=[CH:48][C:47]([F:50])=[CH:46][CH:45]=2)[CH:26]=1)=[O:7]. (3) The product is: [O:40]=[C:34]1[CH:33]([N:27]2[CH2:26][C:25]3[C:29](=[CH:30][CH:31]=[C:23]([CH2:22][NH:21][C:3](=[O:5])[C:2]([F:1])([F:14])[C:6]4[CH:11]=[CH:10][C:9](=[O:12])[N:8]([CH3:13])[CH:7]=4)[CH:24]=3)[C:28]2=[O:32])[CH2:38][CH2:37][C:36](=[O:39])[NH:35]1. Given the reactants [F:1][C:2]([F:14])([C:6]1[CH:11]=[CH:10][C:9](=[O:12])[N:8]([CH3:13])[CH:7]=1)[C:3]([OH:5])=O.P(Cl)(Cl)(Cl)=O.Cl.[NH2:21][CH2:22][C:23]1[CH:24]=[C:25]2[C:29](=[CH:30][CH:31]=1)[C:28](=[O:32])[N:27]([CH:33]1[CH2:38][CH2:37][C:36](=[O:39])[NH:35][C:34]1=[O:40])[CH2:26]2.C(=O)(O)[O-].[Na+], predict the reaction product. (4) Given the reactants Br[C:2]1[C:3]([C:10]#[N:11])=[CH:4][S:5][C:6]=1[N+:7]([O-:9])=[O:8].C([Sn](CCCC)(CCCC)[C:17]1[S:18][CH:19]=[CH:20][N:21]=1)CCC, predict the reaction product. The product is: [N+:7]([C:6]1[S:5][CH:4]=[C:3]([C:10]#[N:11])[C:2]=1[C:17]1[S:18][CH:19]=[CH:20][N:21]=1)([O-:9])=[O:8]. (5) Given the reactants [CH3:1][O:2][C:3]1[N:8]=[C:7]2[N:9]([CH2:14][CH:15]=O)[C:10](=[O:13])[CH:11]=[CH:12][C:6]2=[N:5][CH:4]=1.[N:17]1[C:22]2[O:23][CH2:24][CH2:25][O:26][C:21]=2[CH:20]=[C:19]([CH2:27][N:28]([CH:36]2[CH2:41][CH2:40][NH:39][CH2:38][CH2:37]2)[C:29](=[O:35])[O:30][C:31]([CH3:34])([CH3:33])[CH3:32])[N:18]=1.C(O[BH-](OC(=O)C)OC(=O)C)(=O)C.[Na+].C(=O)(O)[O-].[Na+], predict the reaction product. The product is: [N:17]1[C:22]2[O:23][CH2:24][CH2:25][O:26][C:21]=2[CH:20]=[C:19]([CH2:27][N:28]([CH:36]2[CH2:41][CH2:40][N:39]([CH2:15][CH2:14][N:9]3[C:7]4=[N:8][C:3]([O:2][CH3:1])=[CH:4][N:5]=[C:6]4[CH:12]=[CH:11][C:10]3=[O:13])[CH2:38][CH2:37]2)[C:29](=[O:35])[O:30][C:31]([CH3:34])([CH3:33])[CH3:32])[N:18]=1. (6) Given the reactants [F:1][C:2]([F:33])([F:32])[C:3]1[C:12]([O:13][CH:14]2[CH2:19][CH2:18][CH:17]([C:20]([F:23])([F:22])[F:21])[CH2:16][CH2:15]2)=[CH:11][CH:10]=[C:9]2[C:4]=1[CH:5]=[CH:6][C:7]([CH:24](OS(C)(=O)=O)[CH2:25][CH3:26])=[CH:8]2.[NH:34]1[C:38]([CH:39]2[CH2:44][CH2:43][NH:42][CH2:41][CH2:40]2)=[N:37][N:36]=[N:35]1.C(=O)([O-])[O-].[Cs+].[Cs+], predict the reaction product. The product is: [F:1][C:2]([F:33])([F:32])[C:3]1[C:12]([O:13][C@H:14]2[CH2:19][CH2:18][C@@H:17]([C:20]([F:23])([F:22])[F:21])[CH2:16][CH2:15]2)=[CH:11][CH:10]=[C:9]2[C:4]=1[CH:5]=[CH:6][C:7]([CH:24]([N:35]1[N:36]=[N:37][C:38]([CH:39]3[CH2:44][CH2:43][NH:42][CH2:41][CH2:40]3)=[N:34]1)[CH2:25][CH3:26])=[CH:8]2. (7) Given the reactants C[O:2][C:3](=O)[C:4]1[CH:9]=[C:8]([O:10][CH3:11])[CH:7]=[CH:6][C:5]=1[N:12]1[C:16]2[C:17](=[O:28])[N:18]([C:21]3[CH:26]=[CH:25][C:24]([I:27])=[CH:23][CH:22]=3)[CH2:19][CH2:20][C:15]=2[C:14]([C:29]([F:32])([F:31])[F:30])=[N:13]1.[CH3:34][N:35]1[CH2:39][CH2:38][CH2:37][CH:36]1[CH2:40][CH2:41][NH2:42].O, predict the reaction product. The product is: [I:27][C:24]1[CH:23]=[CH:22][C:21]([N:18]2[CH2:19][CH2:20][C:15]3[C:14]([C:29]([F:32])([F:30])[F:31])=[N:13][N:12]([C:5]4[CH:6]=[CH:7][C:8]([O:10][CH3:11])=[CH:9][C:4]=4[C:3]([NH:42][CH2:41][CH2:40][CH:36]4[CH2:37][CH2:38][CH2:39][N:35]4[CH3:34])=[O:2])[C:16]=3[C:17]2=[O:28])=[CH:26][CH:25]=1.